Dataset: Forward reaction prediction with 1.9M reactions from USPTO patents (1976-2016). Task: Predict the product of the given reaction. (1) Given the reactants [CH3:1][O:2][C:3]1[CH:8]=[CH:7][C:6]([C:9]2[C:17]3[O:16][CH:15]=[CH:14][C:13]=3[CH:12]=[C:11]([CH3:18])[CH:10]=2)=[CH:5][CH:4]=1.C1C(=O)N(Br)C(=[O:22])C1.OP([O-])([O-])=O.[K+].[K+], predict the reaction product. The product is: [CH3:1][O:2][C:3]1[CH:4]=[CH:5][C:6]([C:9]2[C:17]3[O:16][CH:15]=[CH:14][C:13]=3[CH:12]=[C:11]([CH:18]=[O:22])[CH:10]=2)=[CH:7][CH:8]=1. (2) Given the reactants Cl.[O:2]1[C:6]2[CH:7]=[CH:8][CH:9]=[C:10]([CH:11]3[CH2:16][CH2:15][N:14]([CH2:17][CH2:18][C@H:19]4[CH2:24][CH2:23][C@H:22]([NH2:25])[CH2:21][CH2:20]4)[CH2:13][CH2:12]3)[C:5]=2[O:4][CH2:3]1.[F:26][C:27]1[CH:35]=[CH:34][C:30]([C:31](O)=[O:32])=[CH:29][CH:28]=1, predict the reaction product. The product is: [O:2]1[C:6]2[CH:7]=[CH:8][CH:9]=[C:10]([CH:11]3[CH2:16][CH2:15][N:14]([CH2:17][CH2:18][C@H:19]4[CH2:20][CH2:21][C@H:22]([NH:25][C:31](=[O:32])[C:30]5[CH:34]=[CH:35][C:27]([F:26])=[CH:28][CH:29]=5)[CH2:23][CH2:24]4)[CH2:13][CH2:12]3)[C:5]=2[O:4][CH2:3]1. (3) Given the reactants [CH3:1][CH:2]([N:4]([CH:34]([CH3:36])[CH3:35])[CH2:5][C@@H:6]([OH:33])[CH2:7][O:8][C:9]1[CH:10]=[CH:11][C:12]2[C:13]3[N:14]([CH2:30][CH2:31][N:32]=3)[C:15]([NH:21][C:22]([C:24]3[CH:25]=[N:26][CH:27]=[CH:28][CH:29]=3)=[O:23])=[N:16][C:17]=2[C:18]=1[O:19]C)[CH3:3], predict the reaction product. The product is: [CH3:36][CH:34]([N:4]([CH:2]([CH3:3])[CH3:1])[CH2:5][C@@H:6]([OH:33])[CH2:7][O:8][C:9]1[CH:10]=[CH:11][C:12]2[C:13]3[N:14]([CH2:30][CH2:31][N:32]=3)[C:15]([NH:21][C:22]([C:24]3[CH:25]=[N:26][CH:27]=[CH:28][CH:29]=3)=[O:23])=[N:16][C:17]=2[C:18]=1[OH:19])[CH3:35].